From a dataset of Forward reaction prediction with 1.9M reactions from USPTO patents (1976-2016). Predict the product of the given reaction. (1) Given the reactants [F:1][C:2]1[CH:11]=[CH:10][C:9]([NH2:12])=[C:8]2[C:3]=1[CH2:4][CH2:5][CH:6]([CH3:13])[NH:7]2.FC1C=CC(N)=C2C=1C=CC(C)=N2.[C:27]([O:31][C:32]([NH:34][C@@H:35]([CH3:39])[C:36](O)=[O:37])=[O:33])([CH3:30])([CH3:29])[CH3:28].C1C=NC2N(O)N=NC=2C=1.CCN=C=NCCCN(C)C.Cl, predict the reaction product. The product is: [C:27]([O:31][C:32](=[O:33])[NH:34][C@H:35]([C:36](=[O:37])[NH:12][C:9]1[CH:10]=[CH:11][C:2]([F:1])=[C:3]2[C:8]=1[NH:7][CH:6]([CH3:13])[CH2:5][CH2:4]2)[CH3:39])([CH3:28])([CH3:29])[CH3:30]. (2) Given the reactants [F:1][C:2]1[CH:3]=[CH:4][C:5]([SH:11])=[C:6]([CH:10]=1)[C:7]([OH:9])=[O:8].SC1C=CC=CC=1C(O)=O.Cl[C:23]1[CH:31]=[CH:30][C:29]([S:32]([CH3:35])(=[O:34])=[O:33])=[CH:28][C:24]=1[C:25]([OH:27])=[O:26], predict the reaction product. The product is: [C:25]([C:24]1[CH:28]=[C:29]([S:32]([CH3:35])(=[O:34])=[O:33])[CH:30]=[CH:31][C:23]=1[S:11][C:5]1[CH:4]=[CH:3][C:2]([F:1])=[CH:10][C:6]=1[C:7]([OH:9])=[O:8])([OH:27])=[O:26]. (3) Given the reactants C(N(CC)CC)C.[ClH:8].[NH2:9][OH:10].[C:11]([O:14][CH2:15][C:16]([CH3:45])([CH3:44])[CH2:17][N:18]1[C:24]2[CH:25]=[CH:26][C:27](Cl)=[CH:28][C:23]=2[C@@H:22]([C:30]2[CH:35]=[CH:34][CH:33]=[C:32]([O:36][CH3:37])[C:31]=2[O:38][CH3:39])[O:21][C@H:20]([CH2:40][C:41]#[N:42])[C:19]1=[O:43])(=[O:13])[CH3:12], predict the reaction product. The product is: [C:11]([O:14][CH2:15][C:16]([CH3:45])([CH3:44])[CH2:17][N:18]1[C:24]2[CH:25]=[CH:26][C:27]([Cl:8])=[CH:28][C:23]=2[C@@H:22]([C:30]2[CH:35]=[CH:34][CH:33]=[C:32]([O:36][CH3:37])[C:31]=2[O:38][CH3:39])[O:21][C@H:20]([CH2:40]/[C:41](/[NH2:42])=[N:9]/[OH:10])[C:19]1=[O:43])(=[O:13])[CH3:12]. (4) Given the reactants [CH:1]1([C:4]2[CH:9]=[CH:8][N:7]=[CH:6][C:5]=2[N:10]2[CH2:14][CH2:13][NH:12][C:11]2=[O:15])[CH2:3][CH2:2]1.[Cl:16][C:17]1[CH:22]=[C:21](Cl)[N:20]=[C:19]([CH3:24])[N:18]=1.CN[C@@H]1CCCC[C@H]1NC.P([O-])([O-])([O-])=O.[K+].[K+].[K+], predict the reaction product. The product is: [Cl:16][C:17]1[N:18]=[C:19]([CH3:24])[N:20]=[C:21]([N:12]2[CH2:13][CH2:14][N:10]([C:5]3[CH:6]=[N:7][CH:8]=[CH:9][C:4]=3[CH:1]3[CH2:3][CH2:2]3)[C:11]2=[O:15])[CH:22]=1. (5) Given the reactants [N:1]#[C:2]Br.[NH2:4][C:5]1[C:6]([Cl:26])=[N:7][C:8]2[C:13]([C:14]=1[NH:15][CH2:16][CH2:17][NH:18][C:19](=[O:25])[O:20][C:21]([CH3:24])([CH3:23])[CH3:22])=[CH:12][CH:11]=[CH:10][CH:9]=2, predict the reaction product. The product is: [NH2:1][C:2]1[N:15]([CH2:16][CH2:17][NH:18][C:19](=[O:25])[O:20][C:21]([CH3:22])([CH3:23])[CH3:24])[C:14]2[C:13]3[CH:12]=[CH:11][CH:10]=[CH:9][C:8]=3[N:7]=[C:6]([Cl:26])[C:5]=2[N:4]=1. (6) Given the reactants [N:1]1[C:6]2[CH2:7][NH:8][CH2:9][C:5]=2[C:4]([NH:10][C:11]2[CH:12]=[N:13][C:14]3[C:19]([CH:20]=2)=[CH:18][CH:17]=[CH:16][CH:15]=3)=[N:3][CH:2]=1.[O:21]1[C:25]2[CH:26]=[CH:27][CH:28]=[C:29]([CH:30]=O)[C:24]=2[O:23][CH2:22]1.ClCCCl.CO.C(O[BH-](OC(=O)C)OC(=O)C)(=O)C.[Na+], predict the reaction product. The product is: [O:21]1[C:25]2[CH:26]=[CH:27][CH:28]=[C:29]([CH2:30][N:8]3[CH2:9][C:5]4[C:4]([NH:10][C:11]5[CH:12]=[N:13][C:14]6[C:19]([CH:20]=5)=[CH:18][CH:17]=[CH:16][CH:15]=6)=[N:3][CH:2]=[N:1][C:6]=4[CH2:7]3)[C:24]=2[O:23][CH2:22]1. (7) Given the reactants [NH2:1][C@@H:2]([CH3:7])[C:3]([CH3:6])([OH:5])[CH3:4].N1C=CN=C1.[CH3:13][C:14]([Si:17](Cl)([CH3:19])[CH3:18])([CH3:16])[CH3:15], predict the reaction product. The product is: [Si:17]([O:5][C:3]([CH3:6])([CH3:4])[C@@H:2]([NH2:1])[CH3:7])([C:14]([CH3:16])([CH3:15])[CH3:13])([CH3:19])[CH3:18]. (8) The product is: [OH:30][CH2:31][C@@H:32]1[CH2:36][CH2:35][CH2:34][N:33]1[CH2:2][CH2:3][CH2:4][CH2:5][O:6][CH2:7][C@H:8]1[CH2:13][CH2:12][C@H:11]([CH2:14][N:15]([CH3:29])[S:16]([C:19]2[CH:24]=[CH:23][C:22]([C:25]([F:28])([F:27])[F:26])=[CH:21][CH:20]=2)(=[O:18])=[O:17])[CH2:10][CH2:9]1. Given the reactants Br[CH2:2][CH2:3][CH2:4][CH2:5][O:6][CH2:7][C@H:8]1[CH2:13][CH2:12][C@H:11]([CH2:14][N:15]([CH3:29])[S:16]([C:19]2[CH:24]=[CH:23][C:22]([C:25]([F:28])([F:27])[F:26])=[CH:21][CH:20]=2)(=[O:18])=[O:17])[CH2:10][CH2:9]1.[OH:30][CH2:31][C@@H:32]1[CH2:36][CH2:35][CH2:34][NH:33]1, predict the reaction product.